This data is from Reaction yield outcomes from USPTO patents with 853,638 reactions. The task is: Predict the reaction yield, written as a fraction of the theoretical maximum amount of product (1.0 means a 100% yield; for example, 0.34 means a 34% yield). (1) The reactants are [OH-].[Na+].[CH:3]1([C:9]2[C:10]3[CH:11]=[CH:12][C:13]([C:28]([O:30]C)=[O:29])=[CH:14][C:15]=3[N:16]3[CH2:22][C:21](=[O:23])[CH2:20][C:19]4[CH:24]=[CH:25][CH:26]=[CH:27][C:18]=4[C:17]=23)[CH2:8][CH2:7][CH2:6][CH2:5][CH2:4]1.Cl. The catalyst is CO.O1CCCC1. The product is [CH:3]1([C:9]2[C:10]3[CH:11]=[CH:12][C:13]([C:28]([OH:30])=[O:29])=[CH:14][C:15]=3[N:16]3[CH2:22][C:21](=[O:23])[CH2:20][C:19]4[CH:24]=[CH:25][CH:26]=[CH:27][C:18]=4[C:17]=23)[CH2:4][CH2:5][CH2:6][CH2:7][CH2:8]1. The yield is 0.920. (2) The reactants are CCN(CC)CC.[C:8]([O:11][C@@H:12]1[C@H:17]([NH3+:18])[C@@H:16]([O:19][C:20](=[O:22])[CH3:21])[C@H:15]([O:23][C:24](=[O:26])[CH3:25])[C@@H:14]([CH2:27][O:28][C:29](=[O:31])[CH3:30])[O:13]1)(=[O:10])[CH3:9].[OH:32][C:33]1[CH:38]=[CH:37][CH:36]=[CH:35][C:34]=1[C:39]1[O:40][C@@H:41]([CH3:47])[C@@H:42]([C:44](O)=[O:45])[N:43]=1.C1C=CC2N(O)N=NC=2C=1.C1CCC(N=C=NC2CCCCC2)CC1. The catalyst is C(Cl)(Cl)Cl.C(Cl)Cl. The product is [C:8]([O:11][CH:12]1[CH:17]([NH:18][C:44]([C@@H:42]2[C@H:41]([CH3:47])[O:40][C:39]([C:34]3[CH:35]=[CH:36][CH:37]=[CH:38][C:33]=3[OH:32])=[N:43]2)=[O:45])[CH:16]([O:19][C:20](=[O:22])[CH3:21])[CH:15]([O:23][C:24](=[O:26])[CH3:25])[CH:14]([CH2:27][O:28][C:29](=[O:31])[CH3:30])[O:13]1)(=[O:10])[CH3:9]. The yield is 0.490. (3) No catalyst specified. The reactants are Br[C:2]1[CH:3]=[CH:4][C:5]([F:16])=[C:6]([C:8]2[N:15]=[CH:14][CH:13]=[CH:12][C:9]=2[C:10]#[N:11])[CH:7]=1.[CH3:17][C:18]1([CH3:39])[CH2:23][O:22][B:21]([C:24]2[CH:25]=[CH:26][C:27]([F:38])=[C:28]([C:30]3[N:37]=[CH:36][CH:35]=[CH:34][C:31]=3[C:32]#[N:33])[CH:29]=2)[O:20][CH2:19]1.C(C1C(C2C=C(B(O)O)C=CC=2F)=NC=CC=1)#N.Br[C:59]1[N:63]2[N:64]=[CH:65][C:66]([C:68]([F:71])([F:70])[F:69])=[N:67][C:62]2=[N:61][CH:60]=1. The product is [CH3:17][C:18]1([CH3:39])[CH2:19][O:20][B:21]([C:24]2[CH:25]=[CH:26][C:27]([F:38])=[C:28]([C:30]3[N:37]=[CH:36][CH:35]=[CH:34][C:31]=3[C:32]#[N:33])[CH:29]=2)[O:22][CH2:23]1.[F:16][C:5]1[CH:4]=[CH:3][C:2]([C:59]2[N:63]3[N:64]=[CH:65][C:66]([C:68]([F:69])([F:70])[F:71])=[N:67][C:62]3=[N:61][CH:60]=2)=[CH:7][C:6]=1[C:8]1[N:15]=[CH:14][CH:13]=[CH:12][C:9]=1[C:10]#[N:11]. The yield is 0.400.